From a dataset of Full USPTO retrosynthesis dataset with 1.9M reactions from patents (1976-2016). Predict the reactants needed to synthesize the given product. (1) Given the product [O:1]=[C:2]1[CH2:7][C@@H:6]([C:8]2[CH:9]=[CH:10][CH:11]=[CH:12][CH:13]=2)[O:5][C@@H:4]([C:14]2[CH:15]=[C:16]([CH:21]=[CH:22][CH:23]=2)[C:17]([O:19][CH3:20])=[O:18])[CH2:3]1, predict the reactants needed to synthesize it. The reactants are: [OH:1][CH:2]1[CH2:7][C@@H:6]([C:8]2[CH:13]=[CH:12][CH:11]=[CH:10][CH:9]=2)[O:5][C@@H:4]([C:14]2[CH:15]=[C:16]([CH:21]=[CH:22][CH:23]=2)[C:17]([O:19][CH3:20])=[O:18])[CH2:3]1.[Cr](Cl)([O-])(=O)=O.[NH+]1C=CC=CC=1. (2) The reactants are: [CH3:1][C:2]1[NH:3][CH:4]=[C:5]([C:7]#[C:8][C:9]2[CH:14]=[CH:13][N:12]=[C:11]([C:15]#[N:16])[CH:10]=2)[N:6]=1.[F:17][C:18]1[CH:23]=[CH:22][C:21](B(O)O)=[CH:20][CH:19]=1. Given the product [F:17][C:18]1[CH:23]=[CH:22][C:21]([N:3]2[CH:4]=[C:5]([C:7]#[C:8][C:9]3[CH:14]=[CH:13][N:12]=[C:11]([C:15]#[N:16])[CH:10]=3)[N:6]=[C:2]2[CH3:1])=[CH:20][CH:19]=1, predict the reactants needed to synthesize it.